Dataset: Forward reaction prediction with 1.9M reactions from USPTO patents (1976-2016). Task: Predict the product of the given reaction. (1) Given the reactants [CH2:1]([O:8][C:9]1[CH:10]=[C:11]([CH:15]=[C:16]([O:18][C@H:19]([CH3:23])[CH2:20][O:21][CH3:22])[CH:17]=1)[C:12]([OH:14])=O)[C:2]1[CH:7]=[CH:6][CH:5]=[CH:4][CH:3]=1.C(Cl)(=O)C(Cl)=O.[CH3:30][N:31]1[CH:35]=[CH:34][C:33]([NH2:36])=[N:32]1.C(N(CC)CC)C, predict the reaction product. The product is: [CH2:1]([O:8][C:9]1[CH:10]=[C:11]([CH:15]=[C:16]([O:18][C@H:19]([CH3:23])[CH2:20][O:21][CH3:22])[CH:17]=1)[C:12]([NH:36][C:33]1[CH:34]=[CH:35][N:31]([CH3:30])[N:32]=1)=[O:14])[C:2]1[CH:3]=[CH:4][CH:5]=[CH:6][CH:7]=1. (2) The product is: [CH2:9]([O:11][C:12]1[CH:21]=[C:20]([O:22][CH:23]2[CH2:40][CH:39]3[CH:25]([C:26](=[O:46])[N:27]([CH3:45])[CH2:28][CH2:29][CH2:30][CH2:31][CH:32]=[CH:33][CH:34]4[C:36]([C:42]([OH:44])=[O:43])([NH:37][C:38]3=[O:41])[CH2:35]4)[CH2:24]2)[C:19]2[C:14](=[C:15]([CH3:49])[CH:16]=[CH:17][CH:18]=2)[N:13]=1)[CH3:10]. Given the reactants CC1C=CC=CC=1N.[CH2:9]([O:11][C:12]1[CH:21]=[C:20]([O:22][CH:23]2[CH2:40][CH:39]3[CH:25]([C:26](=[O:46])[N:27]([CH3:45])[CH2:28][CH2:29][CH2:30][CH2:31][CH:32]=[CH:33][CH:34]4[C:36]([C:42]([OH:44])=[O:43])([NH:37][C:38]3=[O:41])[CH2:35]4)[CH2:24]2)[C:19]2[C:14](=[C:15]([CH3:49])[C:16](OC)=[CH:17][CH:18]=2)[N:13]=1)[CH3:10], predict the reaction product. (3) Given the reactants Cl.[F:2][C:3]1([F:53])[CH2:7][NH:6][C@H:5]([C:8]2[NH:9][C:10]([C:13]3[CH:14]=[C:15]4[C:20](=[CH:21][CH:22]=3)[CH:19]=[C:18]([C:23]3[CH:28]=[CH:27][C:26]([C:29]5[NH:33][C:32]([C@@H:34]6[CH2:46][N:44]7[C:45]8[CH:37]([C@@H:38]([NH:47][C:48](=[O:51])[O:49][CH3:50])[CH2:39][CH2:40][C:41]=8[CH:42]=[CH:43]7)[C:36](=[O:52])[CH2:35]6)=[N:31][CH:30]=5)=[CH:25][CH:24]=3)[CH:17]=[CH:16]4)=[CH:11][N:12]=2)[CH2:4]1.[CH3:54][O:55][C:56]([NH:58][C@@H:59]([CH:63]([CH3:65])[CH3:64])[C:60](O)=[O:61])=[O:57].CCCP(=O)=O.CCN(C(C)C)C(C)C, predict the reaction product. The product is: [CH3:50][O:49][C:48](=[O:51])[NH:47][C@@H:38]1[CH:37]2[C:36](=[O:52])[CH2:35][C@H:34]([C:32]3[NH:33][C:29]([C:26]4[CH:27]=[CH:28][C:23]([C:18]5[CH:17]=[CH:16][C:15]6[C:20](=[CH:21][CH:22]=[C:13]([C:10]7[NH:9][C:8]([C@@H:5]8[CH2:4][C:3]([F:2])([F:53])[CH2:7][N:6]8[C:60](=[O:61])[C@@H:59]([NH:58][C:56]([O:55][CH3:54])=[O:57])[CH:63]([CH3:65])[CH3:64])=[N:12][CH:11]=7)[CH:14]=6)[CH:19]=5)=[CH:24][CH:25]=4)=[CH:30][N:31]=3)[CH2:46][N:44]3[C:45]2=[C:41]([CH:42]=[CH:43]3)[CH2:40][CH2:39]1. (4) Given the reactants Cl[C:2]1[C:7]([C:8]#[N:9])=[C:6]([C:10]2[CH:15]=[CH:14][CH:13]=[C:12]([N+:16]([O-:18])=[O:17])[CH:11]=2)[N:5]=[C:4]([NH:19][CH:20]2[CH2:22][CH2:21]2)[N:3]=1.[SH:23][CH2:24][C:25]([NH2:27])=[O:26].C([O-])([O-])=O.[K+].[K+], predict the reaction product. The product is: [C:8]([C:7]1[C:2]([S:23][CH2:24][C:25]([NH2:27])=[O:26])=[N:3][C:4]([NH:19][CH:20]2[CH2:22][CH2:21]2)=[N:5][C:6]=1[C:10]1[CH:15]=[CH:14][CH:13]=[C:12]([N+:16]([O-:18])=[O:17])[CH:11]=1)#[N:9]. (5) Given the reactants [F:1][C:2]1[CH:19]=[C:18]([I:20])[CH:17]=[CH:16][C:3]=1[NH:4][C:5]1[C:6]([C:13]([OH:15])=O)=[CH:7][N:8]([CH3:12])[C:9](=[O:11])[CH:10]=1.C1N=CN(C(N2C=NC=C2)=O)C=1.[NH2:33][CH:34]([CH2:37][OH:38])[CH2:35][OH:36], predict the reaction product. The product is: [F:1][C:2]1[CH:19]=[C:18]([I:20])[CH:17]=[CH:16][C:3]=1[NH:4][C:5]1[C:6]([C:13]([NH:33][CH:34]([CH2:37][OH:38])[CH2:35][OH:36])=[O:15])=[CH:7][N:8]([CH3:12])[C:9](=[O:11])[CH:10]=1. (6) Given the reactants [CH2:1]([C:3]1([CH2:15][CH3:16])[O:7][B:6]([OH:8])[C:5]2[CH:9]=[CH:10][C:11]([CH:13]=O)=[CH:12][C:4]1=2)[CH3:2].[NH2:17][OH:18].Cl.CC([O-])=O.[Na+].CC(=O)OCC, predict the reaction product. The product is: [CH2:1]([C:3]1([CH2:15][CH3:16])[O:7][B:6]([OH:8])[C:5]2[CH:9]=[CH:10][C:11]([CH:13]=[N:17][OH:18])=[CH:12][C:4]1=2)[CH3:2].